Predict the reaction yield, written as a fraction of the theoretical maximum amount of product (1.0 means a 100% yield; for example, 0.34 means a 34% yield). From a dataset of Reaction yield outcomes from USPTO patents with 853,638 reactions. The reactants are [CH3:1][C:2]1[N:7]=[C:6]([NH2:8])[CH:5]=[C:4]([N:9]2[CH2:14][CH2:13][N:12]([CH3:15])[CH2:11][CH2:10]2)[N:3]=1.CC1(C)C2C(=C(P(C3C=CC=CC=3)C3C=CC=CC=3)C=CC=2)OC2C(P(C3C=CC=CC=3)C3C=CC=CC=3)=CC=CC1=2.C(=O)([O-])[O-].[Cs+].[Cs+].Cl[C:65]1[N:70]=[C:69]([NH:71][C:72]2[C:80]3[O:79][CH2:78][O:77][C:76]=3[CH:75]=[CH:74][C:73]=2[Cl:81])[CH:68]=[CH:67][N:66]=1. The catalyst is O1CCOCC1.C([O-])(=O)C.[Pd+2].C([O-])(=O)C. The product is [Cl:81][C:73]1[CH:74]=[CH:75][C:76]2[O:77][CH2:78][O:79][C:80]=2[C:72]=1[NH:71][C:69]1[CH:68]=[CH:67][N:66]=[C:65]([NH:8][C:6]2[CH:5]=[C:4]([N:9]3[CH2:14][CH2:13][N:12]([CH3:15])[CH2:11][CH2:10]3)[N:3]=[C:2]([CH3:1])[N:7]=2)[N:70]=1. The yield is 0.130.